This data is from Full USPTO retrosynthesis dataset with 1.9M reactions from patents (1976-2016). The task is: Predict the reactants needed to synthesize the given product. (1) Given the product [OH:4][CH2:3][CH2:2][C:6]1[C:14]2[C:13](=[O:15])[N:12]([CH2:16][O:17][CH2:18][CH2:19][Si:20]([CH3:21])([CH3:22])[CH3:23])[N:11]=[CH:10][C:9]=2[N:8]([CH2:24][O:25][CH2:26][CH2:27][Si:28]([CH3:29])([CH3:31])[CH3:30])[CH:7]=1, predict the reactants needed to synthesize it. The reactants are: O[CH:2]([C:6]1[C:14]2[C:13](=[O:15])[N:12]([CH2:16][O:17][CH2:18][CH2:19][Si:20]([CH3:23])([CH3:22])[CH3:21])[N:11]=[CH:10][C:9]=2[N:8]([CH2:24][O:25][CH2:26][CH2:27][Si:28]([CH3:31])([CH3:30])[CH3:29])[CH:7]=1)[CH2:3][O:4]C.[H][H]. (2) Given the product [F:1][C:2]1[C:3]2[CH:4]=[C:5]3[C:11]4[CH:12]=[C:13]([C:21]5[C:22]([N:41]([CH3:46])[S:42]([CH3:45])(=[O:43])=[O:44])=[CH:23][C:24]6[O:28][C:27]([C:29]7[CH:30]=[CH:31][C:32]([F:35])=[CH:33][CH:34]=7)=[C:26]([C:36]([NH:38][CH3:39])=[O:37])[C:25]=6[CH:40]=5)[N:14]=[CH:15][C:16]=4[CH2:17][C:18]([CH3:20])([CH3:19])[N:6]3[C:7]=2[CH:8]=[CH:9][CH:10]=1, predict the reactants needed to synthesize it. The reactants are: [F:1][C:2]1[CH:10]=[CH:9][CH:8]=[C:7]2[C:3]=1[CH:4]=[C:5]([C:11]1[C:16]([CH:17]=[C:18]([CH3:20])[CH3:19])=[CH:15][N:14]=[C:13]([C:21]3[C:22]([N:41]([CH3:46])[S:42]([CH3:45])(=[O:44])=[O:43])=[CH:23][C:24]4[O:28][C:27]([C:29]5[CH:34]=[CH:33][C:32]([F:35])=[CH:31][CH:30]=5)=[C:26]([C:36]([NH:38][CH3:39])=[O:37])[C:25]=4[CH:40]=3)[CH:12]=1)[NH:6]2.[O-]P([O-])([O-])=O.[K+].[K+].[K+]. (3) Given the product [CH3:32][O:31][C:17]1[CH:16]=[C:15]([CH:20]=[CH:19][C:18]=1[O:21][CH2:22][C:23]1[CH:24]=[N:25][C:26]([O:29][CH3:30])=[CH:27][CH:28]=1)[CH2:14][N:11]1[C:8]2=[N:9][CH:10]=[C:5]([C:3]3[N:4]=[C:46]([CH:43]4[CH2:44][CH2:45][N:40]([C:38]([O:37][C:33]([CH3:34])([CH3:36])[CH3:35])=[O:39])[CH2:41][CH2:42]4)[O:1][N:2]=3)[CH:6]=[C:7]2[N:13]=[CH:12]1, predict the reactants needed to synthesize it. The reactants are: [OH:1][N:2]=[C:3]([C:5]1[CH:6]=[C:7]2[N:13]=[CH:12][N:11]([CH2:14][C:15]3[CH:20]=[CH:19][C:18]([O:21][CH2:22][C:23]4[CH:24]=[N:25][C:26]([O:29][CH3:30])=[CH:27][CH:28]=4)=[C:17]([O:31][CH3:32])[CH:16]=3)[C:8]2=[N:9][CH:10]=1)[NH2:4].[C:33]([O:37][C:38]([N:40]1[CH2:45][CH2:44][CH:43]([C:46](O)=O)[CH2:42][CH2:41]1)=[O:39])([CH3:36])([CH3:35])[CH3:34].F[P-](F)(F)(F)(F)F.CN(C(N(C)C)=[N+]1C2C(=NC=CC=2)[N+]([O-])=N1)C.C(N(CC)C(C)C)(C)C.